This data is from Forward reaction prediction with 1.9M reactions from USPTO patents (1976-2016). The task is: Predict the product of the given reaction. Given the reactants F[C:2]1[CH:7]=[CH:6][CH:5]=[C:4]([F:8])[C:3]=1[N+:9]([O-:11])=[O:10].C(O)C.[CH3:15][CH:16]([S-:18])[CH3:17].[Na+], predict the reaction product. The product is: [F:8][C:4]1[CH:5]=[CH:6][CH:7]=[C:2]([S:18][CH:16]([CH3:17])[CH3:15])[C:3]=1[N+:9]([O-:11])=[O:10].